From a dataset of Full USPTO retrosynthesis dataset with 1.9M reactions from patents (1976-2016). Predict the reactants needed to synthesize the given product. (1) Given the product [Cl:8][C:6]1[N:5]=[CH:4][N:3]=[C:2]([NH:9][C@H:10]([CH3:19])[C:11]([NH:13][CH2:14][C:15]([F:16])([F:17])[F:18])=[O:12])[N:7]=1, predict the reactants needed to synthesize it. The reactants are: Cl[C:2]1[N:7]=[C:6]([Cl:8])[N:5]=[CH:4][N:3]=1.[NH2:9][C@H:10]([CH3:19])[C:11]([NH:13][CH2:14][C:15]([F:18])([F:17])[F:16])=[O:12].C(OCC)(=O)C. (2) Given the product [C:1]([O:5][CH2:6][CH2:7][CH2:8][CH3:9])(=[O:4])[C:2]([CH3:10])=[CH2:3], predict the reactants needed to synthesize it. The reactants are: [C:1]([O:5][CH2:6][CH2:7][CH2:8][CH3:9])(=[O:4])[CH:2]=[CH2:3].[C:10](O)(=O)C(C)=C.[N-]=C=O.NC(OCC)=O. (3) The reactants are: [N+:1]([C:4]1[CH:5]=[C:6]2[C:10](=[N:11][CH:12]=1)[NH:9][CH:8]=[CH:7]2)([O-:3])=[O:2].[H-].[Na+].I[CH3:16].O. Given the product [CH3:16][N:9]1[C:10]2[C:6](=[CH:5][C:4]([N+:1]([O-:3])=[O:2])=[CH:12][N:11]=2)[CH:7]=[CH:8]1, predict the reactants needed to synthesize it. (4) Given the product [NH2:1][C:4]1[CH:5]=[CH:6][C:7]2[CH:11]=[C:10]([C:12]([O:14][CH3:15])=[O:13])[S:9][C:8]=2[CH:16]=1, predict the reactants needed to synthesize it. The reactants are: [N+:1]([C:4]1[CH:5]=[CH:6][C:7]2[CH:11]=[C:10]([C:12]([O:14][CH3:15])=[O:13])[S:9][C:8]=2[CH:16]=1)([O-])=O.[NH4+].[Cl-].